Dataset: Reaction yield outcomes from USPTO patents with 853,638 reactions. Task: Predict the reaction yield, written as a fraction of the theoretical maximum amount of product (1.0 means a 100% yield; for example, 0.34 means a 34% yield). (1) The reactants are C(OC([N:8]1[C:17]2[C:12](=[CH:13][CH:14]=[C:15]([NH:18][C:19]([C:21]3[C:30](=[O:31])[C:29]4[C:24](=[CH:25][CH:26]=[CH:27][CH:28]=4)[NH:23][CH:22]=3)=[O:20])[CH:16]=2)[CH2:11][CH2:10][CH2:9]1)=O)(C)(C)C.C(O)(C(F)(F)F)=O. The catalyst is C(Cl)Cl. The product is [O:31]=[C:30]1[C:29]2[C:24](=[CH:25][CH:26]=[CH:27][CH:28]=2)[NH:23][CH:22]=[C:21]1[C:19]([NH:18][C:15]1[CH:16]=[C:17]2[C:12]([CH2:11][CH2:10][CH2:9][NH:8]2)=[CH:13][CH:14]=1)=[O:20]. The yield is 0.320. (2) The reactants are [CH2:1]([O:5][C:6]1[CH:11]=[CH:10][C:9]([CH2:12][C@H:13]([NH:18][C:19]([C@@H:21](/[CH:30]=[CH:31]/[CH2:32][CH2:33][CH2:34][CH2:35][CH2:36][CH2:37][O:38][CH2:39][CH2:40][CH2:41][CH2:42][CH2:43][CH2:44][CH3:45])[C@@:22]([OH:29])([CH2:26][CH2:27][CH3:28])[C:23]([O-:25])=[O:24])=[O:20])[C:14]([O:16][CH3:17])=[O:15])=[CH:8][CH:7]=1)[C:2]#[C:3][CH3:4].FC(F)(F)C(O)=O. The catalyst is ClCCl. The product is [CH2:1]([O:5][C:6]1[CH:7]=[CH:8][C:9]([CH2:12][C@H:13]([NH:18][C:19]([C@@H:21](/[CH:30]=[CH:31]/[CH2:32][CH2:33][CH2:34][CH2:35][CH2:36][CH2:37][O:38][CH2:39][CH2:40][CH2:41][CH2:42][CH2:43][CH2:44][CH3:45])[C@@:22]([OH:29])([CH2:26][CH2:27][CH3:28])[C:23]([OH:25])=[O:24])=[O:20])[C:14]([O:16][CH3:17])=[O:15])=[CH:10][CH:11]=1)[C:2]#[C:3][CH3:4]. The yield is 0.320. (3) The reactants are [NH2:1][C@@H:2]([CH3:18])[CH2:3][N:4]1[CH:8]=[CH:7][C:6]([C:9]2[CH:16]=[CH:15][C:12]([C:13]#[N:14])=[C:11]([Cl:17])[CH:10]=2)=[N:5]1.[C:19]([C:22]1[O:23][CH:24]=[C:25]([C:27](O)=[O:28])[N:26]=1)(=[O:21])[CH3:20]. No catalyst specified. The product is [C:19]([C:22]1[O:23][CH:24]=[C:25]([C:27]([NH:1][C@@H:2]([CH3:18])[CH2:3][N:4]2[CH:8]=[CH:7][C:6]([C:9]3[CH:16]=[CH:15][C:12]([C:13]#[N:14])=[C:11]([Cl:17])[CH:10]=3)=[N:5]2)=[O:28])[N:26]=1)(=[O:21])[CH3:20]. The yield is 0.116. (4) The reactants are [C:1]([CH:3]([CH:9]([CH3:19])[C:10]([C:12]1[C:13]([F:18])=[N:14][CH:15]=[CH:16][CH:17]=1)=O)[C:4]([O:6][CH2:7][CH3:8])=[O:5])#[N:2].C(OCC)(=O)C.[ClH:26]. The catalyst is C(OCC)(=O)C. The product is [Cl:26][C:1]1[NH:2][C:10]([C:12]2[C:13]([F:18])=[N:14][CH:15]=[CH:16][CH:17]=2)=[C:9]([CH3:19])[C:3]=1[C:4]([O:6][CH2:7][CH3:8])=[O:5]. The yield is 0.690.